Dataset: Full USPTO retrosynthesis dataset with 1.9M reactions from patents (1976-2016). Task: Predict the reactants needed to synthesize the given product. (1) Given the product [Cl:1][C:2]1[C:32]([CH3:33])=[CH:31][C:5]([O:6][CH2:7][CH2:8][CH2:9][C:10]2[C:18]3[C:13](=[C:14]([C:19]4[C:20]([CH3:26])=[N:21][N:22]([CH3:25])[C:23]=4[CH3:24])[CH:15]=[CH:16][CH:17]=3)[N:12]([CH2:36][C:37]3[CH:38]=[CH:39][C:40]([CH2:43][C:44]([O:46][CH2:47][CH3:48])=[O:45])=[CH:41][CH:42]=3)[C:11]=2[C:27]([F:30])([F:29])[F:28])=[CH:4][C:3]=1[CH3:34], predict the reactants needed to synthesize it. The reactants are: [Cl:1][C:2]1[C:32]([CH3:33])=[CH:31][C:5]([O:6][CH2:7][CH2:8][CH2:9][C:10]2[C:18]3[C:13](=[C:14]([C:19]4[C:20]([CH3:26])=[N:21][N:22]([CH3:25])[C:23]=4[CH3:24])[CH:15]=[CH:16][CH:17]=3)[NH:12][C:11]=2[C:27]([F:30])([F:29])[F:28])=[CH:4][C:3]=1[CH3:34].Br[CH2:36][C:37]1[CH:42]=[CH:41][C:40]([CH2:43][C:44]([O:46][CH2:47][CH3:48])=[O:45])=[CH:39][CH:38]=1. (2) Given the product [F:35][C:26]1[CH:27]=[C:28]([C:31]([OH:34])([CH3:32])[CH3:33])[CH:29]=[CH:30][C:25]=1[C:19]1[S:18][C:17]([NH:16][C:2]2[CH:7]=[CH:6][CH:5]=[C:4]([CH:8]([F:15])[C:9]3[N:10]=[N:11][N:12]([CH3:14])[CH:13]=3)[N:3]=2)=[C:21]([C:22]([NH2:24])=[O:23])[CH:20]=1, predict the reactants needed to synthesize it. The reactants are: Br[C:2]1[CH:7]=[CH:6][CH:5]=[C:4]([CH:8]([F:15])[C:9]2[N:10]=[N:11][N:12]([CH3:14])[CH:13]=2)[N:3]=1.[NH2:16][C:17]1[S:18][C:19]([C:25]2[CH:30]=[CH:29][C:28]([C:31]([OH:34])([CH3:33])[CH3:32])=[CH:27][C:26]=2[F:35])=[CH:20][C:21]=1[C:22]([NH2:24])=[O:23]. (3) Given the product [CH2:19]([CH:11]1[CH2:10][CH:9]([O:8][CH:31]2[CH2:32][CH2:33][O:28][CH2:29][CH2:30]2)[CH2:13][CH:12]1[C:14]([O:16][CH2:17][CH3:18])=[O:15])[CH3:20], predict the reactants needed to synthesize it. The reactants are: [Si]([O:8][CH:9]1[CH2:13][CH:12]([C:14]([O:16][CH2:17][CH3:18])=[O:15])[CH:11]([CH2:19][CH3:20])[CH2:10]1)(C(C)(C)C)(C)C.C([SiH](CC)CC)C.[O:28]1[CH2:33][CH2:32][C:31](=O)[CH2:30][CH2:29]1. (4) Given the product [C:1]([O:5][C:6]([NH:8][C@@H:9]([CH3:12])[CH2:10][NH:16][CH:13]1[CH2:15][CH2:14]1)=[O:7])([CH3:4])([CH3:3])[CH3:2], predict the reactants needed to synthesize it. The reactants are: [C:1]([O:5][C:6]([NH:8][C@@H:9]([CH3:12])[CH:10]=O)=[O:7])([CH3:4])([CH3:3])[CH3:2].[CH:13]1([NH2:16])[CH2:15][CH2:14]1.[BH4-].[Na+].O.